From a dataset of Forward reaction prediction with 1.9M reactions from USPTO patents (1976-2016). Predict the product of the given reaction. (1) The product is: [C:13]([C:9]1[CH:8]=[C:7]([CH:12]=[CH:11][CH:10]=1)[CH2:13][C:9]1[CH:10]=[CH:11][CH:12]=[CH:7][C:8]=1[C:19]#[N:20])([CH3:16])([CH3:15])[CH3:14]. Given the reactants FC(F)(F)S(O[C:7]1[CH:12]=[CH:11][CH:10]=[C:9]([C:13]([CH3:16])([CH3:15])[CH3:14])[CH:8]=1)(=O)=O.[C-:19]#[N:20].[Na+], predict the reaction product. (2) The product is: [CH2:1]([O:3][C:4](=[O:30])[CH2:5][C:6]1[CH:7]=[C:8]([O:25][C:26]([F:27])([F:29])[F:28])[CH:9]=[C:10]2[C:15]=1[O:14][CH:13]([C:16]([F:17])([F:18])[F:19])[C:12]([C:20]([O:22][CH2:23][CH3:24])=[O:21])=[CH:11]2)[CH3:2]. Given the reactants [CH2:1]([O:3][C:4]#[C:5][C:6]1[CH:7]=[C:8]([O:25][C:26]([F:29])([F:28])[F:27])[CH:9]=[C:10]2[C:15]=1[O:14][CH:13]([C:16]([F:19])([F:18])[F:17])[C:12]([C:20]([O:22][CH2:23][CH3:24])=[O:21])=[CH:11]2)[CH3:2].[OH:30]S(O)(=O)=O.C([O-])(O)=O.[Na+].C([O-])([O-])=O.[K+].[K+], predict the reaction product.